Task: Regression. Given two drug SMILES strings and cell line genomic features, predict the synergy score measuring deviation from expected non-interaction effect.. Dataset: NCI-60 drug combinations with 297,098 pairs across 59 cell lines Drug 1: C1=NC(=NC(=O)N1C2C(C(C(O2)CO)O)O)N. Drug 2: CC1CCCC2(C(O2)CC(NC(=O)CC(C(C(=O)C(C1O)C)(C)C)O)C(=CC3=CSC(=N3)C)C)C. Cell line: TK-10. Synergy scores: CSS=38.4, Synergy_ZIP=1.00, Synergy_Bliss=0.406, Synergy_Loewe=-18.0, Synergy_HSA=2.38.